Dataset: Full USPTO retrosynthesis dataset with 1.9M reactions from patents (1976-2016). Task: Predict the reactants needed to synthesize the given product. (1) Given the product [Cl:26][C:27]1[CH:35]=[CH:34][C:30]2[O:31][CH2:32][O:33][C:29]=2[C:28]=1[NH:36][C:2]1[CH:11]=[CH:10][N:9]=[C:8]2[C:3]=1[C:4]1[CH:16]=[CH:15][C:14]([O:17][CH2:18][CH2:19][N:20]3[CH2:25][CH2:24][O:23][CH2:22][CH2:21]3)=[CH:13][C:5]=1[C:6](=[O:12])[NH:7]2, predict the reactants needed to synthesize it. The reactants are: Cl[C:2]1[CH:11]=[CH:10][N:9]=[C:8]2[C:3]=1[C:4]1[CH:16]=[CH:15][C:14]([O:17][CH2:18][CH2:19][N:20]3[CH2:25][CH2:24][O:23][CH2:22][CH2:21]3)=[CH:13][C:5]=1[C:6](=[O:12])[NH:7]2.[Cl:26][C:27]1[CH:35]=[CH:34][C:30]2[O:31][CH2:32][O:33][C:29]=2[C:28]=1[NH2:36]. (2) Given the product [C:1]([O:5][C:6]([N:8]1[C:16]2[CH:15]=[C:14]([CH:17]([OH:24])[C:18]3[CH:19]=[CH:20][CH:21]=[CH:22][CH:23]=3)[N:13]=[CH:12][C:11]=2[C:10]([CH3:26])([CH3:25])[CH2:9]1)=[O:7])([CH3:4])([CH3:2])[CH3:3], predict the reactants needed to synthesize it. The reactants are: [C:1]([O:5][C:6]([N:8]1[C:16]2[CH:15]=[C:14]([C:17](=[O:24])[C:18]3[CH:23]=[CH:22][CH:21]=[CH:20][CH:19]=3)[N:13]=[CH:12][C:11]=2[C:10]([CH3:26])([CH3:25])[CH2:9]1)=[O:7])([CH3:4])([CH3:3])[CH3:2].[BH4-].[Na+].O. (3) The reactants are: [F:1][CH:2]([F:13])[C:3]1[CH:12]=[CH:11][CH:10]=[CH:9][C:4]=1[C:5](OC)=[O:6].[H-].[Al+3].[Li+].[H-].[H-].[H-]. Given the product [F:1][CH:2]([F:13])[C:3]1[CH:12]=[CH:11][CH:10]=[CH:9][C:4]=1[CH2:5][OH:6], predict the reactants needed to synthesize it. (4) Given the product [F:11][C:8]1[CH:9]=[CH:10][C:5]([C:3](=[O:4])[CH2:2][O:31][C:29]([CH:26]2[CH2:27][CH2:28][N:23]([C:21]([O:20][C:16]([CH3:18])([CH3:17])[CH3:19])=[O:22])[CH2:24][CH:25]2[F:32])=[O:30])=[CH:6][C:7]=1[C:12]([F:15])([F:14])[F:13], predict the reactants needed to synthesize it. The reactants are: Br[CH2:2][C:3]([C:5]1[CH:10]=[CH:9][C:8]([F:11])=[C:7]([C:12]([F:15])([F:14])[F:13])[CH:6]=1)=[O:4].[C:16]([O:20][C:21]([N:23]1[CH2:28][CH2:27][CH:26]([C:29]([OH:31])=[O:30])[CH:25]([F:32])[CH2:24]1)=[O:22])([CH3:19])([CH3:18])[CH3:17].C(N(CC)CC)C. (5) Given the product [C:1]([C:7]1[N:12]=[C:11]([C:13]2[N:17]3[CH:18]=[C:19]([F:22])[CH:20]=[CH:21][C:16]3=[N:15][CH:14]=2)[N:10]=[C:9]([NH:23][C@@H:24]2[CH2:29][CH2:28][CH2:27][N:26]([C:30]([O:32][C:33]([CH3:36])([CH3:35])[CH3:34])=[O:31])[CH2:25]2)[CH:8]=1)#[N:2], predict the reactants needed to synthesize it. The reactants are: [C:1]([Zn]C#N)#[N:2].Cl[C:7]1[N:12]=[C:11]([C:13]2[N:17]3[CH:18]=[C:19]([F:22])[CH:20]=[CH:21][C:16]3=[N:15][CH:14]=2)[N:10]=[C:9]([NH:23][C@@H:24]2[CH2:29][CH2:28][CH2:27][N:26]([C:30]([O:32][C:33]([CH3:36])([CH3:35])[CH3:34])=[O:31])[CH2:25]2)[CH:8]=1. (6) Given the product [CH2:24]([O:31][C@@H:32]1[C@@H:38]([O:39][CH2:40][C:41]2[CH:46]=[CH:45][CH:44]=[CH:43][CH:42]=2)[C@H:37]([O:47][CH2:48][C:49]2[CH:50]=[CH:51][CH:52]=[CH:53][CH:54]=2)[C@@H:36]([CH2:55][O:56][CH2:57][C:58]2[CH:59]=[CH:60][CH:61]=[CH:62][CH:63]=2)[O:35][CH:33]1[C:2]1[CH:3]=[C:4]([CH2:12][OH:13])[C:5]2[C:10]([CH:11]=1)=[CH:9][CH:8]=[CH:7][CH:6]=2)[C:25]1[CH:26]=[CH:27][CH:28]=[CH:29][CH:30]=1, predict the reactants needed to synthesize it. The reactants are: Br[C:2]1[CH:3]=[C:4]([CH2:12][O:13][Si](C(C)C)(C(C)C)C(C)C)[C:5]2[C:10]([CH:11]=1)=[CH:9][CH:8]=[CH:7][CH:6]=2.[CH2:24]([O:31][C@@H:32]1[C@@H:38]([O:39][CH2:40][C:41]2[CH:46]=[CH:45][CH:44]=[CH:43][CH:42]=2)[C@H:37]([O:47][CH2:48][C:49]2[CH:54]=[CH:53][CH:52]=[CH:51][CH:50]=2)[C@@H:36]([CH2:55][O:56][CH2:57][C:58]2[CH:63]=[CH:62][CH:61]=[CH:60][CH:59]=2)[O:35][CH:33]1O)[C:25]1[CH:30]=[CH:29][CH:28]=[CH:27][CH:26]=1. (7) Given the product [NH:2]1[C:6]2[CH:7]=[CH:8][C:9]([C:11]([N:13]3[CH2:16][C:15]4([CH2:17][CH2:18][N:19]([C:39](=[O:40])/[CH:38]=[CH:37]/[C:32]5[CH:31]=[C:30]([Cl:29])[CH:35]=[C:34]([Cl:36])[CH:33]=5)[CH2:20][CH2:21]4)[CH2:14]3)=[O:12])=[CH:10][C:5]=2[N:4]=[N:3]1, predict the reactants needed to synthesize it. The reactants are: Cl.[NH:2]1[C:6]2[CH:7]=[CH:8][C:9]([C:11]([N:13]3[CH2:16][C:15]4([CH2:21][CH2:20][NH:19][CH2:18][CH2:17]4)[CH2:14]3)=[O:12])=[CH:10][C:5]=2[N:4]=[N:3]1.CN1CCOCC1.[Cl:29][C:30]1[CH:31]=[C:32](/[CH:37]=[CH:38]/[C:39](O)=[O:40])[CH:33]=[C:34]([Cl:36])[CH:35]=1.F[P-](F)(F)(F)(F)F.N1(OC(N(C)C)=[N+](C)C)C2N=CC=CC=2N=N1.